This data is from Peptide-MHC class I binding affinity with 185,985 pairs from IEDB/IMGT. The task is: Regression. Given a peptide amino acid sequence and an MHC pseudo amino acid sequence, predict their binding affinity value. This is MHC class I binding data. (1) The peptide sequence is CTTPCSGSWL. The MHC is Patr-B0101 with pseudo-sequence Patr-B0101. The binding affinity (normalized) is 0.260. (2) The peptide sequence is IPLTEEAEL. The MHC is HLA-A30:02 with pseudo-sequence HLA-A30:02. The binding affinity (normalized) is 0. (3) The peptide sequence is LLIVSGIFPY. The MHC is HLA-A30:02 with pseudo-sequence HLA-A30:02. The binding affinity (normalized) is 0. (4) The peptide sequence is GILARWGSFK. The MHC is HLA-A03:01 with pseudo-sequence HLA-A03:01. The binding affinity (normalized) is 0.808. (5) The peptide sequence is AFVRFSTDK. The MHC is H-2-Kb with pseudo-sequence H-2-Kb. The binding affinity (normalized) is 0. (6) The peptide sequence is YALFYKLDVV. The MHC is H-2-Db with pseudo-sequence H-2-Db. The binding affinity (normalized) is 0.727. (7) The peptide sequence is PLTGNNTIT. The MHC is HLA-A68:02 with pseudo-sequence HLA-A68:02. The binding affinity (normalized) is 0.